This data is from Reaction yield outcomes from USPTO patents with 853,638 reactions. The task is: Predict the reaction yield, written as a fraction of the theoretical maximum amount of product (1.0 means a 100% yield; for example, 0.34 means a 34% yield). The reactants are C(O[CH:4](OCC)[CH2:5][O:6][C:7]1[CH:12]=[CH:11][C:10]([C:13]2([C:16]([OH:18])=[O:17])[CH2:15][CH2:14]2)=[CH:9][CH:8]=1)C. The catalyst is C1(C)C(C)=CC=CC=1. The product is [O:6]1[C:7]2[CH:12]=[CH:11][C:10]([C:13]3([C:16]([OH:18])=[O:17])[CH2:15][CH2:14]3)=[CH:9][C:8]=2[CH:4]=[CH:5]1. The yield is 0.0500.